Dataset: Forward reaction prediction with 1.9M reactions from USPTO patents (1976-2016). Task: Predict the product of the given reaction. (1) Given the reactants [CH3:1][N:2]1[CH:6]=[CH:5][C:4]([NH2:7])=[N:3]1.C([O:10][C:11]([NH:13][N:14]=[C:15](OCC)[CH3:16])=O)C, predict the reaction product. The product is: [CH3:16][C:15]1[N:7]([C:4]2[CH:5]=[CH:6][N:2]([CH3:1])[N:3]=2)[C:11](=[O:10])[NH:13][N:14]=1. (2) Given the reactants C(N(CC)CC)C.[CH2:8]([S:10](Cl)(=[O:12])=[O:11])[CH3:9].[CH3:14][C@H:15]1[CH2:20][CH2:19][NH:18][CH2:17][C@H:16]1[NH:21][C:22](=[O:28])[O:23][C:24]([CH3:27])([CH3:26])[CH3:25].O, predict the reaction product. The product is: [CH2:8]([S:10]([N:18]1[CH2:19][CH2:20][C@H:15]([CH3:14])[C@H:16]([NH:21][C:22](=[O:28])[O:23][C:24]([CH3:27])([CH3:26])[CH3:25])[CH2:17]1)(=[O:12])=[O:11])[CH3:9]. (3) The product is: [F:8][C:4]1[CH:5]=[CH:6][CH:7]=[C:2]([F:1])[C:3]=1[C:9]1[NH:10][C:11]2[C:16]([CH:17]=1)=[CH:15][C:14]([C:18]1[CH:23]=[N:39][C:21]([O:24][CH3:25])=[CH:20][C:19]=1[CH3:29])=[CH:13][CH:12]=2. Given the reactants [F:1][C:2]1[CH:7]=[CH:6][CH:5]=[C:4]([F:8])[C:3]=1[C:9]1[NH:10][C:11]2[C:16]([CH:17]=1)=[CH:15][C:14]([C:18]1[CH:23]=C[C:21]([O:24][C:25](F)(F)F)=[CH:20][C:19]=1[CH3:29])=[CH:13][CH:12]=2.FC1C=CC=C(F)C=1C1[NH:39]C2C(C=1)=CC(B1OC(C)(C)C(C)(C)O1)=CC=2.BrC1C(C)=CC(OC)=NC=1, predict the reaction product.